This data is from Forward reaction prediction with 1.9M reactions from USPTO patents (1976-2016). The task is: Predict the product of the given reaction. Given the reactants [Br:1][C:2]1[CH:3]=[C:4]([CH2:8][CH2:9][NH2:10])[CH:5]=[CH:6][CH:7]=1.[C:11](OC(=O)C)(=[O:13])[CH3:12], predict the reaction product. The product is: [Br:1][C:2]1[CH:3]=[C:4]([CH2:8][CH2:9][NH:10][C:11](=[O:13])[CH3:12])[CH:5]=[CH:6][CH:7]=1.